This data is from Peptide-MHC class II binding affinity with 134,281 pairs from IEDB. The task is: Regression. Given a peptide amino acid sequence and an MHC pseudo amino acid sequence, predict their binding affinity value. This is MHC class II binding data. (1) The peptide sequence is AFKVAATAANAAPAL. The MHC is DRB1_0802 with pseudo-sequence DRB1_0802. The binding affinity (normalized) is 0.888. (2) The peptide sequence is LRYMGEDGCWYGMEI. The MHC is DRB1_1501 with pseudo-sequence DRB1_1501. The binding affinity (normalized) is 0.201. (3) The peptide sequence is PRTLNGPGPGSPAIF. The MHC is DRB1_0101 with pseudo-sequence DRB1_0101. The binding affinity (normalized) is 0.